Predict the reactants needed to synthesize the given product. From a dataset of Full USPTO retrosynthesis dataset with 1.9M reactions from patents (1976-2016). (1) Given the product [CH3:15][O:14][C:9]1[CH:10]=[CH:11][CH:12]=[CH:13][C:8]=1[C:6]1[N:7]=[C:2]([NH:39][C:38]2[CH:37]=[CH:36][C:35]([N:32]3[CH2:31][CH2:30][N:29]([CH3:28])[CH2:34][CH2:33]3)=[CH:41][CH:40]=2)[C:3]2[NH:18][N:17]=[CH:16][C:4]=2[N:5]=1, predict the reactants needed to synthesize it. The reactants are: Cl[C:2]1[C:3]2[C:4](=[CH:16][N:17](CC3C=CC(OC)=CC=3)[N:18]=2)[N:5]=[C:6]([C:8]2[CH:13]=[CH:12][CH:11]=[CH:10][C:9]=2[O:14][CH3:15])[N:7]=1.[CH3:28][N:29]1[CH2:34][CH2:33][N:32]([C:35]2[CH:41]=[CH:40][C:38]([NH2:39])=[CH:37][CH:36]=2)[CH2:31][CH2:30]1.Cl. (2) Given the product [C:34]([NH:38][C:31]([C:28]1[CH2:27][CH2:26][NH:25][C:24]2[N:23]=[CH:22][N:21]=[C:20]([NH:19][C:4]3[CH:5]=[CH:6][C:7]([O:8][C:9]4[CH:14]=[CH:13][CH:12]=[C:11]([C:15]([F:18])([F:16])[F:17])[CH:10]=4)=[C:2]([Cl:1])[CH:3]=3)[C:30]=2[CH:29]=1)=[O:32])([CH3:37])([CH3:36])[CH3:35], predict the reactants needed to synthesize it. The reactants are: [Cl:1][C:2]1[CH:3]=[C:4]([NH:19][C:20]2[C:30]3[CH:29]=[C:28]([C:31](O)=[O:32])[CH2:27][CH2:26][NH:25][C:24]=3[N:23]=[CH:22][N:21]=2)[CH:5]=[CH:6][C:7]=1[O:8][C:9]1[CH:14]=[CH:13][CH:12]=[C:11]([C:15]([F:18])([F:17])[F:16])[CH:10]=1.[C:34]([NH2:38])([CH3:37])([CH3:36])[CH3:35].ON1C2C=CC=CC=2N=N1.Cl.C(N=C=NCCCN(C)C)C. (3) The reactants are: [C:1]([O:5][C:6]([NH:8][CH2:9][C@@H:10]([C:35](O)=[O:36])[N:11]([C:16]([C:18]1[C:19]([NH:28][CH2:29][C:30]2[O:31][CH:32]=[CH:33][CH:34]=2)=[N:20][C:21]([C:24]([CH3:27])([CH3:26])[CH3:25])=[N:22][CH:23]=1)=[O:17])[CH2:12][CH:13]([CH3:15])[CH3:14])=[O:7])([CH3:4])([CH3:3])[CH3:2].[N:38]1[CH:43]=[CH:42][CH:41]=[CH:40][C:39]=1[CH2:44][NH2:45].C(N(C(C)C)CC)(C)C.F[P-](F)(F)(F)(F)F.ClC(N(C)C)=[N+](C)C. Given the product [C:24]([C:21]1[N:20]=[C:19]([NH:28][CH2:29][C:30]2[O:31][CH:32]=[CH:33][CH:34]=2)[C:18]([C:16]([N:11]([CH2:12][CH:13]([CH3:15])[CH3:14])[C@H:10]([C:35](=[O:36])[NH:45][CH2:44][C:39]2[CH:40]=[CH:41][CH:42]=[CH:43][N:38]=2)[CH2:9][NH:8][C:6](=[O:7])[O:5][C:1]([CH3:2])([CH3:3])[CH3:4])=[O:17])=[CH:23][N:22]=1)([CH3:27])([CH3:25])[CH3:26], predict the reactants needed to synthesize it. (4) Given the product [NH2:7][C:6]1[CH:11]=[CH:12][C:3]([O:2][CH3:1])=[CH:4][C:5]=1[OH:9], predict the reactants needed to synthesize it. The reactants are: [CH3:1][O:2][C:3]1[CH:12]=[CH:11][C:6]2[N:7]=C(N)[O:9][C:5]=2[CH:4]=1.COC1C=CC([N+]([O-])=O)=C(O)C=1.CC(O)=O. (5) Given the product [Br:1][C:2]1[CH:7]=[CH:6][C:5]([C:8]([OH:9])([CH3:11])[CH2:10][N:14]2[CH:18]=[N:17][CH:16]=[N:15]2)=[CH:4][CH:3]=1, predict the reactants needed to synthesize it. The reactants are: [Br:1][C:2]1[CH:7]=[CH:6][C:5]([C:8]2([CH3:11])[CH2:10][O:9]2)=[CH:4][CH:3]=1.[OH-].[Na+].[NH:14]1[CH:18]=[N:17][CH:16]=[N:15]1.[NH4+].[Cl-]. (6) Given the product [OH:19][C:20]1[N:21]([CH3:25])[N:22]=[CH:23][C:24]=1[C:5]([C:4]1[CH:8]=[CH:9][C:10]([C:15]([F:18])([F:17])[F:16])=[C:11]([S:12]([CH3:14])=[O:13])[C:3]=1[O:2][CH3:1])=[O:7], predict the reactants needed to synthesize it. The reactants are: [CH3:1][O:2][C:3]1[C:11]([S:12]([CH3:14])=[O:13])=[C:10]([C:15]([F:18])([F:17])[F:16])[CH:9]=[CH:8][C:4]=1[C:5]([OH:7])=O.[OH:19][C:20]1[N:21]([CH3:25])[N:22]=[CH:23][CH:24]=1.CC1C=NC=CC=1.S(Cl)(Cl)=O.CC1CCCCC1. (7) Given the product [F:16][C:13]1([C:11]2[CH:10]=[CH:9][C:8]([O:17][CH3:18])=[C:7]([CH:12]=2)[CH:22]=[O:23])[CH2:15][CH2:14]1, predict the reactants needed to synthesize it. The reactants are: C([Li])CCC.Br[C:7]1[CH:12]=[C:11]([C:13]2([F:16])[CH2:15][CH2:14]2)[CH:10]=[CH:9][C:8]=1[O:17][CH3:18].CN([CH:22]=[O:23])C.C(=O)(O)[O-].[Na+]. (8) Given the product [CH2:42]([O:49][C:50](=[O:56])[NH:51][CH2:52][C:53]([NH:55][C:8]([C:3]1[C:2]([Cl:1])=[N:7][CH:6]=[CH:5][N:4]=1)=[O:10])=[NH:54])[C:43]1[CH:44]=[CH:45][CH:46]=[CH:47][CH:48]=1, predict the reactants needed to synthesize it. The reactants are: [Cl:1][C:2]1[C:3]([C:8]([OH:10])=O)=[N:4][CH:5]=[CH:6][N:7]=1.CN(C(ON1N=NC2C=CC=CC1=2)=[N+](C)C)C.[B-](F)(F)(F)F.C(N(C(C)C)CC)(C)C.[CH2:42]([O:49][C:50](=[O:56])[NH:51][CH2:52][C:53](=[NH:55])[NH2:54])[C:43]1[CH:48]=[CH:47][CH:46]=[CH:45][CH:44]=1. (9) The reactants are: [Cl:1][C:2]1[CH:7]=[C:6]([CH3:8])[CH:5]=[CH:4][C:3]=1[I:9].[Br:10]N1C(=O)CCC1=O. Given the product [Br:10][CH2:8][C:6]1[CH:5]=[CH:4][C:3]([I:9])=[C:2]([Cl:1])[CH:7]=1, predict the reactants needed to synthesize it. (10) Given the product [CH:2]1([CH2:5][O:6][C:7]2[CH:12]=[CH:11][C:10]([F:13])=[CH:9][C:8]=2[C:14]2[CH:19]=[CH:18][N:17]=[C:16]3[C:20]([C:24]([NH:26][CH:27]4[CH2:28][CH2:29][N:30]([C:33](=[O:36])[CH2:34][CH3:35])[CH2:31][CH2:32]4)=[O:25])=[C:21]([CH3:23])[NH:22][C:15]=23)[CH2:4][CH2:3]1, predict the reactants needed to synthesize it. The reactants are: Cl.[CH:2]1([CH2:5][O:6][C:7]2[CH:12]=[CH:11][C:10]([F:13])=[CH:9][C:8]=2[C:14]2[CH:19]=[CH:18][N:17]=[C:16]3[C:20]([C:24]([NH:26][CH:27]4[CH2:32][CH2:31][NH:30][CH2:29][CH2:28]4)=[O:25])=[C:21]([CH3:23])[NH:22][C:15]=23)[CH2:4][CH2:3]1.[C:33](Cl)(=[O:36])[CH2:34][CH3:35].